Dataset: NCI-60 drug combinations with 297,098 pairs across 59 cell lines. Task: Regression. Given two drug SMILES strings and cell line genomic features, predict the synergy score measuring deviation from expected non-interaction effect. (1) Drug 1: C1CN1P(=S)(N2CC2)N3CC3. Drug 2: C1=NC2=C(N=C(N=C2N1C3C(C(C(O3)CO)O)O)F)N. Cell line: MOLT-4. Synergy scores: CSS=65.6, Synergy_ZIP=-1.71, Synergy_Bliss=-2.19, Synergy_Loewe=-2.97, Synergy_HSA=-0.881. (2) Drug 1: C1=NC2=C(N1)C(=S)N=C(N2)N. Drug 2: COC1=NC(=NC2=C1N=CN2C3C(C(C(O3)CO)O)O)N. Cell line: MOLT-4. Synergy scores: CSS=69.8, Synergy_ZIP=-3.00, Synergy_Bliss=-4.76, Synergy_Loewe=-5.00, Synergy_HSA=-2.65. (3) Synergy scores: CSS=55.3, Synergy_ZIP=-1.15, Synergy_Bliss=5.74, Synergy_Loewe=7.60, Synergy_HSA=7.06. Cell line: ACHN. Drug 1: CC12CCC3C(C1CCC2=O)CC(=C)C4=CC(=O)C=CC34C. Drug 2: C(=O)(N)NO. (4) Drug 1: CCCCC(=O)OCC(=O)C1(CC(C2=C(C1)C(=C3C(=C2O)C(=O)C4=C(C3=O)C=CC=C4OC)O)OC5CC(C(C(O5)C)O)NC(=O)C(F)(F)F)O. Drug 2: CC=C1C(=O)NC(C(=O)OC2CC(=O)NC(C(=O)NC(CSSCCC=C2)C(=O)N1)C(C)C)C(C)C. Cell line: SK-MEL-28. Synergy scores: CSS=65.0, Synergy_ZIP=2.03, Synergy_Bliss=5.99, Synergy_Loewe=1.81, Synergy_HSA=7.81. (5) Drug 1: CC1C(C(CC(O1)OC2CC(CC3=C2C(=C4C(=C3O)C(=O)C5=C(C4=O)C(=CC=C5)OC)O)(C(=O)C)O)N)O.Cl. Drug 2: C(CCl)NC(=O)N(CCCl)N=O. Cell line: RPMI-8226. Synergy scores: CSS=25.7, Synergy_ZIP=-8.83, Synergy_Bliss=-6.95, Synergy_Loewe=-28.1, Synergy_HSA=-5.61. (6) Drug 1: CC1=C(C=C(C=C1)C(=O)NC2=CC(=CC(=C2)C(F)(F)F)N3C=C(N=C3)C)NC4=NC=CC(=N4)C5=CN=CC=C5. Drug 2: CC(C)NC(=O)C1=CC=C(C=C1)CNNC.Cl. Cell line: KM12. Synergy scores: CSS=-2.11, Synergy_ZIP=3.33, Synergy_Bliss=5.84, Synergy_Loewe=-1.62, Synergy_HSA=-1.62. (7) Drug 1: C1CCC(C(C1)N)N.C(=O)(C(=O)[O-])[O-].[Pt+4]. Drug 2: CCC1(C2=C(COC1=O)C(=O)N3CC4=CC5=C(C=CC(=C5CN(C)C)O)N=C4C3=C2)O.Cl. Cell line: MOLT-4. Synergy scores: CSS=74.1, Synergy_ZIP=2.54, Synergy_Bliss=2.47, Synergy_Loewe=1.93, Synergy_HSA=4.13. (8) Drug 2: COCCOC1=C(C=C2C(=C1)C(=NC=N2)NC3=CC=CC(=C3)C#C)OCCOC.Cl. Synergy scores: CSS=0.431, Synergy_ZIP=0.818, Synergy_Bliss=0.791, Synergy_Loewe=-2.96, Synergy_HSA=-3.18. Cell line: UACC-257. Drug 1: C1=CC(=CC=C1CC(C(=O)O)N)N(CCCl)CCCl.Cl.